Dataset: Forward reaction prediction with 1.9M reactions from USPTO patents (1976-2016). Task: Predict the product of the given reaction. (1) Given the reactants [F:1][C:2]([F:14])([F:13])[C:3]1[CH:8]=[CH:7][C:6]([C:9]([F:12])([F:11])[F:10])=[CH:5][CH:4]=1.[N+:15]([O-])([OH:17])=[O:16], predict the reaction product. The product is: [F:1][C:2]([F:13])([F:14])[C:3]1[CH:4]=[CH:5][C:6]([C:9]([F:10])([F:11])[F:12])=[CH:7][C:8]=1[N+:15]([O-:17])=[O:16]. (2) The product is: [Cl:1][C:2]1[CH:7]=[CH:6][C:5]([CH2:8][S:9]([CH3:10])=[O:19])=[CH:4][N:3]=1. Given the reactants [Cl:1][C:2]1[CH:7]=[CH:6][C:5]([CH2:8][S:9][CH3:10])=[CH:4][N:3]=1.ClC1C=CC=C(C(OO)=[O:19])C=1.CO, predict the reaction product. (3) The product is: [CH2:9]1[C:17]2[C:12](=[CH:13][CH:14]=[CH:15][CH:16]=2)[CH2:11][CH:10]1[N:18]([CH2:32][C:33]1[CH:38]=[CH:37][CH:36]=[CH:35][C:34]=1[F:39])[C:19]([C:21]1[C:30]2[C:25](=[CH:26][CH:27]=[CH:28][CH:29]=2)[CH:24]=[CH:23][C:22]=1[O:4][S:3]([C:2]([F:8])([F:7])[F:1])(=[O:6])=[O:5])=[O:20]. Given the reactants [F:1][C:2]([F:8])([F:7])[S:3]([OH:6])(=[O:5])=[O:4].[CH2:9]1[C:17]2[C:12](=[CH:13][CH:14]=[CH:15][CH:16]=2)[CH2:11][CH:10]1[N:18]([CH2:32][C:33]1[CH:38]=[CH:37][CH:36]=[CH:35][C:34]=1[F:39])[C:19]([C:21]1[C:30]2[C:25](=[CH:26][CH:27]=[CH:28][CH:29]=2)[CH:24]=[CH:23][C:22]=1O)=[O:20], predict the reaction product. (4) Given the reactants Br[C:2]1[N:3]([CH2:21][S:22][C:23]2[CH:28]=[CH:27][CH:26]=[CH:25][CH:24]=2)[C:4]2[C:9]([C:10]=1[CH:11]1[CH2:16][CH2:15][CH2:14][CH2:13][CH2:12]1)=[CH:8][CH:7]=[C:6]([C:17]([O:19][CH3:20])=[O:18])[CH:5]=2.C([O-])(=O)C.[K+].Cl, predict the reaction product. The product is: [CH:11]1([C:10]2[C:9]3[C:4]([N:3]4[C:2]=2[C:24]2[CH:25]=[CH:26][CH:27]=[CH:28][C:23]=2[S:22][CH2:21]4)=[CH:5][C:6]([C:17]([O:19][CH3:20])=[O:18])=[CH:7][CH:8]=3)[CH2:16][CH2:15][CH2:14][CH2:13][CH2:12]1.